Dataset: NCI-60 drug combinations with 297,098 pairs across 59 cell lines. Task: Regression. Given two drug SMILES strings and cell line genomic features, predict the synergy score measuring deviation from expected non-interaction effect. (1) Drug 1: C1=CC(=C2C(=C1NCCNCCO)C(=O)C3=C(C=CC(=C3C2=O)O)O)NCCNCCO. Drug 2: C1=C(C(=O)NC(=O)N1)F. Cell line: MDA-MB-231. Synergy scores: CSS=39.5, Synergy_ZIP=-2.94, Synergy_Bliss=-3.15, Synergy_Loewe=1.76, Synergy_HSA=3.92. (2) Drug 1: CC1=C(C=C(C=C1)C(=O)NC2=CC(=CC(=C2)C(F)(F)F)N3C=C(N=C3)C)NC4=NC=CC(=N4)C5=CN=CC=C5. Drug 2: C1=CC=C(C=C1)NC(=O)CCCCCCC(=O)NO. Cell line: RXF 393. Synergy scores: CSS=-1.47, Synergy_ZIP=0.305, Synergy_Bliss=2.10, Synergy_Loewe=-8.32, Synergy_HSA=-5.09. (3) Drug 1: CC1=C(C=C(C=C1)NC2=NC=CC(=N2)N(C)C3=CC4=NN(C(=C4C=C3)C)C)S(=O)(=O)N.Cl. Drug 2: C1CN(P(=O)(OC1)NCCCl)CCCl. Cell line: UACC-257. Synergy scores: CSS=0.404, Synergy_ZIP=0.343, Synergy_Bliss=0.0863, Synergy_Loewe=-2.01, Synergy_HSA=-1.06. (4) Drug 1: CCCS(=O)(=O)NC1=C(C(=C(C=C1)F)C(=O)C2=CNC3=C2C=C(C=N3)C4=CC=C(C=C4)Cl)F. Drug 2: C1CC(=O)NC(=O)C1N2CC3=C(C2=O)C=CC=C3N. Cell line: NCI-H460. Synergy scores: CSS=6.46, Synergy_ZIP=-0.827, Synergy_Bliss=1.38, Synergy_Loewe=0.789, Synergy_HSA=-0.287. (5) Drug 1: C1=CC(=C2C(=C1NCCNCCO)C(=O)C3=C(C=CC(=C3C2=O)O)O)NCCNCCO. Drug 2: CC1C(C(CC(O1)OC2CC(OC(C2O)C)OC3=CC4=CC5=C(C(=O)C(C(C5)C(C(=O)C(C(C)O)O)OC)OC6CC(C(C(O6)C)O)OC7CC(C(C(O7)C)O)OC8CC(C(C(O8)C)O)(C)O)C(=C4C(=C3C)O)O)O)O. Cell line: SK-MEL-2. Synergy scores: CSS=49.0, Synergy_ZIP=7.98, Synergy_Bliss=11.3, Synergy_Loewe=0.235, Synergy_HSA=10.6. (6) Drug 1: CC1CCC2CC(C(=CC=CC=CC(CC(C(=O)C(C(C(=CC(C(=O)CC(OC(=O)C3CCCCN3C(=O)C(=O)C1(O2)O)C(C)CC4CCC(C(C4)OC)O)C)C)O)OC)C)C)C)OC. Synergy scores: CSS=11.4, Synergy_ZIP=-5.33, Synergy_Bliss=3.74, Synergy_Loewe=-0.729, Synergy_HSA=1.000. Drug 2: C1=NC(=NC(=O)N1C2C(C(C(O2)CO)O)O)N. Cell line: 786-0.